The task is: Predict the product of the given reaction.. This data is from Forward reaction prediction with 1.9M reactions from USPTO patents (1976-2016). (1) Given the reactants [CH2:1]([C:3]1[CH:9]=[C:8]([C:10]2[CH:15]=[C:14]([C:16]3[CH:21]=[CH:20][CH:19]=[CH:18][C:17]=3[O:22][CH2:23][CH2:24][O:25][CH3:26])[NH:13][C:12](=[O:27])[N:11]=2)[CH:7]=[CH:6][C:4]=1[NH2:5])[CH3:2].[C:28]([O:31]C(=O)C)(=O)[CH3:29].C([O-])(=O)C.[K+].[N:40](OCCC(C)C)=O, predict the reaction product. The product is: [CH3:2][C:1]1[C:3]2[C:4](=[CH:6][CH:7]=[C:8]([C:10]3[CH:15]=[C:14]([C:16]4[CH:21]=[CH:20][CH:19]=[CH:18][C:17]=4[O:22][CH2:23][CH2:24][O:25][CH3:26])[NH:13][C:12](=[O:27])[N:11]=3)[CH:9]=2)[N:5]([C:28](=[O:31])[CH3:29])[N:40]=1. (2) Given the reactants C(N(S(F)(F)[F:7])CC)C.[Br:10][C:11]1[N:16]=[C:15]([CH2:17]O)[CH:14]=[CH:13][CH:12]=1.C(=O)([O-])O.[Na+], predict the reaction product. The product is: [Br:10][C:11]1[CH:12]=[CH:13][CH:14]=[C:15]([CH2:17][F:7])[N:16]=1. (3) The product is: [C:60]([C:58]1[CH:59]=[C:51]([NH:50][C:46]2[CH:45]=[C:44]([O:43][C:36]3[C:37]4[C:42](=[CH:41][CH:40]=[CH:39][CH:38]=4)[C:33]([NH:32][C:30](=[O:31])[O:29][C:25]([CH3:26])([CH3:28])[CH3:27])=[CH:34][CH:35]=3)[CH:49]=[CH:48][N:47]=2)[CH:52]=[C:53]([C:54](=[O:55])[NH:72][CH2:71][CH2:70][O:69][CH2:68][CH2:67][O:66][CH2:65][CH2:64][O:63][CH3:62])[CH:57]=1)#[CH:61]. Given the reactants CN(C(ON1N=NC2C=CC=NC1=2)=[N+](C)C)C.F[P-](F)(F)(F)(F)F.[C:25]([O:29][C:30]([NH:32][C:33]1[C:42]2[C:37](=[CH:38][CH:39]=[CH:40][CH:41]=2)[C:36]([O:43][C:44]2[CH:49]=[CH:48][N:47]=[C:46]([NH:50][C:51]3[CH:52]=[C:53]([CH:57]=[C:58]([C:60]#[CH:61])[CH:59]=3)[C:54](O)=[O:55])[CH:45]=2)=[CH:35][CH:34]=1)=[O:31])([CH3:28])([CH3:27])[CH3:26].[CH3:62][O:63][CH2:64][CH2:65][O:66][CH2:67][CH2:68][O:69][CH2:70][CH2:71][NH2:72].C(N(CC)CC)C, predict the reaction product. (4) Given the reactants Cl[C:2]1[C:11]2[C:6](=[C:7]([O:14][CH3:15])[CH:8]=[C:9]([O:12][CH3:13])[CH:10]=2)[CH:5]=[N:4][N:3]=1.[NH2:16][CH:17]1[CH2:22][CH2:21][N:20]([CH2:23][C:24]2[CH:33]=[CH:32][C:31]3[C:26](=[CH:27][CH:28]=[CH:29][CH:30]=3)[CH:25]=2)[CH2:19][CH2:18]1, predict the reaction product. The product is: [CH3:15][O:14][C:7]1[CH:8]=[C:9]([O:12][CH3:13])[CH:10]=[C:11]2[C:6]=1[CH:5]=[N:4][N:3]=[C:2]2[NH:16][CH:17]1[CH2:18][CH2:19][N:20]([CH2:23][C:24]2[CH:33]=[CH:32][C:31]3[C:26](=[CH:27][CH:28]=[CH:29][CH:30]=3)[CH:25]=2)[CH2:21][CH2:22]1. (5) Given the reactants [Cl:1][C:2]1[C:3]([F:32])=[C:4]([NH:8][C:9]2[C:18]3[C:13](=[CH:14][C:15]([O:30][CH3:31])=[C:16]([CH2:19][NH:20][C:21]4([C:27]([OH:29])=[O:28])[CH2:26][CH2:25][O:24][CH2:23][CH2:22]4)[CH:17]=3)[N:12]=[CH:11][N:10]=2)[CH:5]=[CH:6][CH:7]=1.[CH2:33]=O, predict the reaction product. The product is: [Cl:1][C:2]1[C:3]([F:32])=[C:4]([NH:8][C:9]2[C:18]3[C:13](=[CH:14][C:15]([O:30][CH3:31])=[C:16]([CH2:19][N:20]([CH3:33])[C:21]4([C:27]([OH:29])=[O:28])[CH2:26][CH2:25][O:24][CH2:23][CH2:22]4)[CH:17]=3)[N:12]=[CH:11][N:10]=2)[CH:5]=[CH:6][CH:7]=1.